From a dataset of CYP2D6 inhibition data for predicting drug metabolism from PubChem BioAssay. Regression/Classification. Given a drug SMILES string, predict its absorption, distribution, metabolism, or excretion properties. Task type varies by dataset: regression for continuous measurements (e.g., permeability, clearance, half-life) or binary classification for categorical outcomes (e.g., BBB penetration, CYP inhibition). Dataset: cyp2d6_veith. (1) The drug is Cc1c(NC(=O)CN2CCN(c3ccccc3)CC2)c(=O)n(-c2ccccc2)n1C. The result is 0 (non-inhibitor). (2) The molecule is Cc1nc2cnc(Oc3ccccc3)nc2n(CCC#N)c1=O. The result is 0 (non-inhibitor). (3) The molecule is CCN(CC)S(=O)(=O)c1cccc2c(N(C)C)cccc12. The result is 0 (non-inhibitor). (4) The drug is OC[C@@H]1O[C@@H](N2CCN([C@@H]3O[C@@H](CO)[C@H](O)[C@@H](O)[C@@H]3O)CC2)[C@H](O)[C@@H](O)[C@@H]1O. The result is 0 (non-inhibitor). (5) The drug is Cc1cc2ccccc2n1CCNC(=O)c1ccccc1. The result is 1 (inhibitor). (6) The compound is COc1cccc(Nc2ncc3nc(-c4ccccc4)c(=O)n(Cc4cccs4)c3n2)c1. The result is 0 (non-inhibitor). (7) The molecule is COCC(=O)N1CCC2(CC1)CCN(C(=O)Nc1cccc(F)c1)CC2. The result is 0 (non-inhibitor).